From a dataset of Reaction yield outcomes from USPTO patents with 853,638 reactions. Predict the reaction yield, written as a fraction of the theoretical maximum amount of product (1.0 means a 100% yield; for example, 0.34 means a 34% yield). The reactants are Br[C:2]1[CH:7]=[C:6]([Cl:8])[N:5]=[N:4][C:3]=1[Cl:9].[CH3:10][NH:11][CH2:12][CH2:13][OH:14]. The catalyst is C(O)(C)C. The product is [Cl:9][C:3]1[N:4]=[N:5][C:6]([Cl:8])=[CH:7][C:2]=1[N:11]([CH2:12][CH2:13][OH:14])[CH3:10]. The yield is 0.900.